This data is from Catalyst prediction with 721,799 reactions and 888 catalyst types from USPTO. The task is: Predict which catalyst facilitates the given reaction. (1) Reactant: [F:1][C:2]1[CH:9]=[CH:8][C:7]([C:10]2[CH:15]=[C:14]([NH:16][CH2:17][CH2:18][C:19]3[CH:24]=[CH:23][C:22]([O:25][CH3:26])=[CH:21][CH:20]=3)[N:13]=[C:12]([O:27][CH3:28])[N:11]=2)=[CH:6][C:3]=1[CH:4]=O.[CH3:29][O:30][CH2:31][CH2:32][NH2:33].C(O[BH-](OC(=O)C)OC(=O)C)(=O)C.[Na+].[ClH:48]. Product: [ClH:48].[F:1][C:2]1[CH:9]=[CH:8][C:7]([C:10]2[N:11]=[C:12]([O:27][CH3:28])[N:13]=[C:14]([NH:16][CH2:17][CH2:18][C:19]3[CH:20]=[CH:21][C:22]([O:25][CH3:26])=[CH:23][CH:24]=3)[CH:15]=2)=[CH:6][C:3]=1[CH2:4][NH:33][CH2:32][CH2:31][O:30][CH3:29]. The catalyst class is: 91. (2) Reactant: [C:1](=O)([O-])[O-].[Cs+].[Cs+].[CH3:7][C:8]1[N:13]=[C:12]([O:14][C:15]2[CH:20]=[CH:19][CH:18]=[CH:17][CH:16]=2)[C:11]([OH:21])=[CH:10][CH:9]=1.[CH3:22][O:23][C:24](=[O:43])[CH2:25][CH2:26][C:27]1[CH:32]=[CH:31][C:30]([O:33][CH2:34][CH2:35][C@@H:36](OS(C)(=O)=O)[CH3:37])=[CH:29][CH:28]=1. Product: [CH3:22][O:23][C:24](=[O:43])[CH2:25][CH2:26][C:27]1[CH:32]=[CH:31][C:30]([O:33][CH2:34][CH2:35][C@@H:36]([O:21][C:11]2[C:12]([O:14][C:15]3[CH:20]=[CH:19][CH:18]=[CH:17][CH:16]=3)=[N:13][C:8]([CH3:7])=[CH:9][CH:10]=2)[CH3:37])=[CH:29][C:28]=1[CH3:1]. The catalyst class is: 3. (3) Reactant: I[CH2:2][C@H:3]1[O:8][CH2:7][C@@H:6]([CH3:9])[N:5]([CH2:10][C:11]2[CH:16]=[CH:15][CH:14]=[CH:13][CH:12]=2)[CH2:4]1. Product: [CH3:2][C@H:3]1[O:8][CH2:7][C@@H:6]([CH3:9])[N:5]([CH2:10][C:11]2[CH:16]=[CH:15][CH:14]=[CH:13][CH:12]=2)[CH2:4]1. The catalyst class is: 29. (4) Reactant: [CH3:1][S:2](Cl)(=[O:4])=[O:3].[CH:6]([O:9][C:10](=[O:37])[CH2:11][CH:12]([CH:21]1[CH2:26][CH2:25][N:24](C(OCC2C=CC=CC=2)=O)[CH2:23][CH2:22]1)[C:13]1[CH:18]=[C:17]([F:19])[CH:16]=[C:15]([F:20])[CH:14]=1)([CH3:8])[CH3:7].C(N(CC)CC)C. Product: [CH:6]([O:9][C:10](=[O:37])[CH2:11][CH:12]([CH:21]1[CH2:22][CH2:23][N:24]([S:2]([CH3:1])(=[O:4])=[O:3])[CH2:25][CH2:26]1)[C:13]1[CH:18]=[C:17]([F:19])[CH:16]=[C:15]([F:20])[CH:14]=1)([CH3:8])[CH3:7]. The catalyst class is: 4. (5) Reactant: Cl[CH:2]([C:9]1[CH:14]=[CH:13][CH:12]=[CH:11][CH:10]=1)[C:3]1[CH:8]=[CH:7][CH:6]=[CH:5][CH:4]=1.[NH:15]1[CH2:19][CH2:18][CH2:17][CH2:16]1.[I-].[K+].C(=O)([O-])O.[Na+]. Product: [C:3]1([CH:2]([C:9]2[CH:14]=[CH:13][CH:12]=[CH:11][CH:10]=2)[N:15]2[CH2:19][CH2:18][CH2:17][CH2:16]2)[CH:8]=[CH:7][CH:6]=[CH:5][CH:4]=1. The catalyst class is: 449. (6) The catalyst class is: 2. Reactant: [F:1][C:2]([F:16])([F:15])[CH:3]1[CH2:7][CH2:6][N:5](C(OC(C)(C)C)=O)[CH2:4]1.[C:17]([C:21]([OH:23])=[O:22])([F:20])([F:19])[F:18]. Product: [F:18][C:17]([F:20])([F:19])[C:21]([OH:23])=[O:22].[F:1][C:2]([F:16])([F:15])[CH:3]1[CH2:7][CH2:6][NH:5][CH2:4]1. (7) Reactant: C[O:2][C:3]([C:5]1([C:9]2[CH:14]=[CH:13][C:12]([NH:15][C:16]3[N:21]=[C:20]([N:22]4[CH2:27][CH2:26][CH:25]([OH:28])[CH2:24][CH2:23]4)[CH:19]=[C:18]([C:29]4[CH:30]=[N:31][N:32]([CH3:34])[CH:33]=4)[N:17]=3)=[CH:11][CH:10]=2)[CH2:8][CH2:7][CH2:6]1)=[O:4].[OH-].[Na+]. Product: [OH:28][CH:25]1[CH2:26][CH2:27][N:22]([C:20]2[CH:19]=[C:18]([C:29]3[CH:30]=[N:31][N:32]([CH3:34])[CH:33]=3)[N:17]=[C:16]([NH:15][C:12]3[CH:13]=[CH:14][C:9]([C:5]4([C:3]([OH:4])=[O:2])[CH2:6][CH2:7][CH2:8]4)=[CH:10][CH:11]=3)[N:21]=2)[CH2:23][CH2:24]1. The catalyst class is: 5. (8) Reactant: [CH3:1][O:2][C:3]1[C:25]([O:26][CH3:27])=[CH:24][C:6]2[C:7]3[N:12]([CH:13]([CH2:15][CH2:16][CH3:17])[CH2:14][C:5]=2[CH:4]=1)[CH:11]=[C:10]([C:18]([O:20]CC)=[O:19])[C:9](=[O:23])[CH:8]=3.O.[OH-].[Li+].Cl. Product: [CH3:1][O:2][C:3]1[C:25]([O:26][CH3:27])=[CH:24][C:6]2[C:7]3[N:12]([CH:13]([CH2:15][CH2:16][CH3:17])[CH2:14][C:5]=2[CH:4]=1)[CH:11]=[C:10]([C:18]([OH:20])=[O:19])[C:9](=[O:23])[CH:8]=3. The catalyst class is: 24. (9) Reactant: [C:1]([O:5][C:6](=[O:14])[NH:7][CH:8]1[CH2:13][CH2:12][NH:11][CH2:10][CH2:9]1)([CH3:4])([CH3:3])[CH3:2].C(N(CC)CC)C.Br[CH:23]([OH:25])[CH3:24]. Product: [C:1]([O:5][C:6](=[O:14])[NH:7][CH:8]1[CH2:13][CH2:12][N:11]([CH2:24][CH2:23][OH:25])[CH2:10][CH2:9]1)([CH3:4])([CH3:2])[CH3:3]. The catalyst class is: 10.